From a dataset of Catalyst prediction with 721,799 reactions and 888 catalyst types from USPTO. Predict which catalyst facilitates the given reaction. (1) Reactant: [C:1]1(=[O:11])[C:10]2[C:5](=[CH:6][CH:7]=[CH:8][CH:9]=2)[CH:4]=[CH:3][CH2:2]1. Product: [C@@H:1]1([OH:11])[C:10]2[C:5](=[CH:6][CH:7]=[CH:8][CH:9]=2)[CH2:4][CH2:3][CH2:2]1. The catalyst class is: 6. (2) Reactant: Cl[C:2]1[N:7]=[C:6]([NH:8][C@@H:9]2[C:17]3[C:12](=[CH:13][CH:14]=[CH:15][CH:16]=3)[CH2:11][CH2:10]2)[N:5]=[C:4]([NH:18][C@H:19]2[C@@H:23]3[O:24][C:25]([CH3:28])([CH3:27])[O:26][C@@H:22]3[C@@H:21]([CH2:29][OH:30])[CH2:20]2)[N:3]=1. Product: [C@@H:9]1([NH:8][C:6]2[N:7]=[CH:2][N:3]=[C:4]([NH:18][C@H:19]3[C@@H:23]4[O:24][C:25]([CH3:27])([CH3:28])[O:26][C@@H:22]4[C@@H:21]([CH2:29][OH:30])[CH2:20]3)[N:5]=2)[C:17]2[C:12](=[CH:13][CH:14]=[CH:15][CH:16]=2)[CH2:11][CH2:10]1. The catalyst class is: 50. (3) Reactant: [Br:1][C:2]1[CH:3]=[C:4]([CH2:8][NH:9][CH3:10])[CH:5]=[CH:6][CH:7]=1.Br[CH2:12][C:13]([C:15]1[CH:24]=[CH:23][C:22]2[C:17](=[CH:18][CH:19]=[CH:20][CH:21]=2)[CH:16]=1)=[O:14].C(N(CC)CC)C. Product: [Br:1][C:2]1[CH:3]=[C:4]([CH:5]=[CH:6][CH:7]=1)[CH2:8][N:9]([CH3:10])[CH2:12][C:13]([C:15]1[CH:24]=[CH:23][C:22]2[C:17](=[CH:18][CH:19]=[CH:20][CH:21]=2)[CH:16]=1)=[O:14]. The catalyst class is: 34. (4) Product: [OH:20][NH:21][C:22](=[O:23])/[CH:24]=[CH:25]/[C:26]1[CH:31]=[CH:30][C:29](/[CH:32]=[CH:33]/[C:34](=[O:35])[C:36]2[CH:47]=[CH:46][C:39]([CH2:1][N:8]3[CH2:9][CH2:10][NH:11][CH2:12][CH2:13]3)=[CH:38][CH:37]=2)=[CH:28][CH:27]=1. The catalyst class is: 735. Reactant: [C:1]([N:8]1[CH2:13][CH2:12][NH:11][CH2:10][CH2:9]1)(OC(C)(C)C)=O.O1CCCCC1[O:20][NH:21][C:22](/[CH:24]=[CH:25]/[C:26]1[CH:31]=[CH:30][C:29](/[CH:32]=[CH:33]/[C:34]([C:36]2[CH:47]=[CH:46][C:39](COS(C)(=O)=O)=[CH:38][CH:37]=2)=[O:35])=[CH:28][CH:27]=1)=[O:23].